From a dataset of Forward reaction prediction with 1.9M reactions from USPTO patents (1976-2016). Predict the product of the given reaction. (1) Given the reactants C([N:8]1[CH2:13][CH2:12][N:11]([CH2:14][CH2:15][CH2:16][NH:17][C:18]([CH:20]2[CH2:25][CH2:24][CH2:23][CH2:22][CH2:21]2)=[O:19])[CH2:10][CH2:9]1)C1C=CC=CC=1.Cl.C(=O)([O-])[O-].[K+].[K+], predict the reaction product. The product is: [N:11]1([CH2:14][CH2:15][CH2:16][NH:17][C:18]([CH:20]2[CH2:25][CH2:24][CH2:23][CH2:22][CH2:21]2)=[O:19])[CH2:12][CH2:13][NH:8][CH2:9][CH2:10]1. (2) Given the reactants O=[C:2]([CH3:18])[CH2:3][C@H:4]([NH:11][C:12]([CH:14]1[CH2:17][CH2:16][CH2:15]1)=[O:13])[C:5]1[CH:10]=[CH:9][CH:8]=[CH:7][CH:6]=1.[CH:19]([C:22]1[N:26]=[C:25]([CH:27]2[CH2:32][CH2:31][NH:30][CH2:29][CH2:28]2)[O:24][N:23]=1)([CH3:21])[CH3:20].C([BH3-])#N.[Na+], predict the reaction product. The product is: [CH:19]([C:22]1[N:26]=[C:25]([CH:27]2[CH2:32][CH2:31][N:30]([CH:2]([CH3:18])[CH2:3][C@H:4]([NH:11][C:12]([CH:14]3[CH2:17][CH2:16][CH2:15]3)=[O:13])[C:5]3[CH:10]=[CH:9][CH:8]=[CH:7][CH:6]=3)[CH2:29][CH2:28]2)[O:24][N:23]=1)([CH3:21])[CH3:20]. (3) The product is: [NH:36]1[C:44]2=[N:43][CH:42]=[CH:41][CH:40]=[C:39]2[C:38]([CH:45]=[C:6]2[O:5][C:4]([NH:7][C:8]3[CH:13]=[CH:12][CH:11]=[CH:10][CH:9]=3)=[C:3]([C:14]([O:16][CH3:17])=[O:15])[C:2]2=[O:1])=[CH:37]1. Given the reactants [O:1]=[C:2]1[CH2:6][O:5][C:4]([NH:7][C:8]2[CH:13]=[CH:12][CH:11]=[CH:10][CH:9]=2)=[C:3]1[C:14]([O:16][CH3:17])=[O:15].ClCC(=O)CC(OC)=O.C1(N=C=O)C=CC=CC=1.[NH:36]1[C:44]2[C:39](=[CH:40][CH:41]=[CH:42][N:43]=2)[C:38]([CH:45]=O)=[CH:37]1.N1CCCCC1, predict the reaction product. (4) Given the reactants Br[C:2]1[CH:3]=[CH:4][C:5]([CH3:8])=[N:6][CH:7]=1.[Li]CCCC.CN([CH:17]=[O:18])C, predict the reaction product. The product is: [CH3:8][C:5]1[CH:4]=[CH:3][C:2]([CH:17]=[O:18])=[CH:7][N:6]=1. (5) Given the reactants [Cl:1][S:2]([OH:5])(=O)=[O:3].[N+:6]([C:9]1[CH:14]=[CH:13][CH:12]=[CH:11][C:10]=1[CH3:15])([O-:8])=[O:7], predict the reaction product. The product is: [CH3:15][C:10]1[CH:11]=[CH:12][C:13]([S:2]([Cl:1])(=[O:5])=[O:3])=[CH:14][C:9]=1[N+:6]([O-:8])=[O:7]. (6) Given the reactants [CH2:1]1[C:4]2([CH2:9][CH2:8][NH:7][CH2:6][CH2:5]2)[CH2:3][N:2]1[C:10]([O:12][C:13]([CH3:16])([CH3:15])[CH3:14])=[O:11].C(N(CC)CC)C.[C:24](=O)([O:33]N1C(=O)CCC1=O)[O:25][CH2:26][C:27]1[CH:32]=[CH:31][CH:30]=[CH:29][CH:28]=1, predict the reaction product. The product is: [CH2:1]1[C:4]2([CH2:5][CH2:6][N:7]([C:24]([O:25][CH2:26][C:27]3[CH:32]=[CH:31][CH:30]=[CH:29][CH:28]=3)=[O:33])[CH2:8][CH2:9]2)[CH2:3][N:2]1[C:10]([O:12][C:13]([CH3:16])([CH3:15])[CH3:14])=[O:11]. (7) Given the reactants C[O:2][C:3]1[CH:4]=[C:5]2[C:10](=[CH:11][CH:12]=1)[CH2:9][CH:8]([CH2:13][C:14]([O:16][CH2:17]C)=[O:15])[CH2:7][CH2:6]2.B(Br)(Br)Br, predict the reaction product. The product is: [OH:2][C:3]1[CH:4]=[C:5]2[C:10](=[CH:11][CH:12]=1)[CH2:9][CH:8]([CH2:13][C:14]([O:16][CH3:17])=[O:15])[CH2:7][CH2:6]2.